This data is from Full USPTO retrosynthesis dataset with 1.9M reactions from patents (1976-2016). The task is: Predict the reactants needed to synthesize the given product. (1) Given the product [OH:27][CH2:28][C:29]1[C:30]([C:44]([NH:49][C@H:47]([CH:24]([CH3:26])[CH3:54])[CH3:48])=[O:46])=[N:31][O:32][C:33]=1[C:34]1[CH:35]=[CH:36][C:37]([C:40]([F:43])([F:41])[F:42])=[CH:38][CH:39]=1, predict the reactants needed to synthesize it. The reactants are: [O-]P1(OP([O-])(=O)OP([O-])(=O)OP([O-])(=O)O1)=O.[Na+].[Na+].[Na+].[Na+].CCO[C:24]([CH3:26])=O.[OH:27][CH2:28][C:29]1[C:30]([C:44]([OH:46])=O)=[N:31][O:32][C:33]=1[C:34]1[CH:39]=[CH:38][C:37]([C:40]([F:43])([F:42])[F:41])=[CH:36][CH:35]=1.[CH2:47]([N:49](CC)CC)[CH3:48].[CH2:54](Cl)Cl. (2) Given the product [F:30][C:2]([F:1])([F:29])[O:3][C:4]1[CH:9]=[CH:8][C:7]([N:10]2[CH:14]=[N:13][C:12]([C:15]3[CH:20]=[CH:19][C:18]([CH:21]([CH3:28])[CH2:22][C:23]([OH:25])=[O:24])=[CH:17][CH:16]=3)=[N:11]2)=[CH:6][CH:5]=1, predict the reactants needed to synthesize it. The reactants are: [F:1][C:2]([F:30])([F:29])[O:3][C:4]1[CH:9]=[CH:8][C:7]([N:10]2[CH:14]=[N:13][C:12]([C:15]3[CH:20]=[CH:19][C:18]([CH:21]([CH3:28])[CH2:22][C:23]([O:25]CC)=[O:24])=[CH:17][CH:16]=3)=[N:11]2)=[CH:6][CH:5]=1.[OH-].[Na+].Cl. (3) Given the product [F:17][C:2]([F:1])([F:16])[C:3]([OH:15])([CH2:6][C:7]1[CH:12]=[CH:11][CH:10]=[CH:9][C:8]=1[O:13][CH3:14])[CH:4]=[N:18][C:19]1[CH:28]=[CH:27][CH:26]=[C:25]2[C:20]=1[CH:21]=[CH:22][NH:23][C:24]2=[O:29], predict the reactants needed to synthesize it. The reactants are: [F:1][C:2]([F:17])([F:16])[C:3]([OH:15])([CH2:6][C:7]1[CH:12]=[CH:11][CH:10]=[CH:9][C:8]=1[O:13][CH3:14])[CH:4]=O.[NH2:18][C:19]1[CH:28]=[CH:27][CH:26]=[C:25]2[C:20]=1[CH:21]=[CH:22][NH:23][C:24]2=[O:29]. (4) Given the product [Cl:1][C:2]1[CH:7]=[CH:6][C:5]([NH:8][C:9]([NH:11][CH2:12][CH:13]2[O:18][CH2:17][CH2:16][N:15]([CH2:20][CH2:21][O:22][C:23]3[CH:28]=[CH:27][C:26]([F:29])=[CH:25][CH:24]=3)[CH2:14]2)=[O:10])=[CH:4][CH:3]=1, predict the reactants needed to synthesize it. The reactants are: [Cl:1][C:2]1[CH:7]=[CH:6][C:5]([NH:8][C:9]([NH:11][CH2:12][CH:13]2[O:18][CH2:17][CH2:16][NH:15][CH2:14]2)=[O:10])=[CH:4][CH:3]=1.Br[CH2:20][CH2:21][O:22][C:23]1[CH:28]=[CH:27][C:26]([F:29])=[CH:25][CH:24]=1. (5) Given the product [C:39]([OH:42])(=[O:41])/[CH:40]=[CH:34]/[C:33]([OH:36])=[O:35].[F:1][C:2]1[C:3]([CH3:32])=[C:4]([N:8]2[C:12]([S:13]([C:16]3[CH:17]=[N:18][CH:19]=[CH:20][CH:21]=3)(=[O:15])=[O:14])=[CH:11][C:10]([CH2:22][NH:23][CH3:24])=[N:9]2)[CH:5]=[CH:6][CH:7]=1, predict the reactants needed to synthesize it. The reactants are: [F:1][C:2]1[C:3]([CH3:32])=[C:4]([N:8]2[C:12]([S:13]([C:16]3[CH:17]=[N:18][CH:19]=[CH:20][CH:21]=3)(=[O:15])=[O:14])=[CH:11][C:10]([CH2:22][N:23](C)[C:24](=O)OC(C)(C)C)=[N:9]2)[CH:5]=[CH:6][CH:7]=1.[C:33]([O:36]CC)(=[O:35])[CH3:34].[C:39]([O:42]CC)(=[O:41])[CH3:40].Cl. (6) The reactants are: [OH:1][C:2]1[C:9]([CH3:10])=[CH:8][C:5]([C:6]#[N:7])=[CH:4][C:3]=1[CH3:11].[CH3:12][C:13]1([CH3:20])[O:17][C@H:16]([CH2:18]O)[CH2:15][O:14]1.C1(P(C2C=CC=CC=2)C2C=CC=CC=2)C=CC=CC=1.N(C(OCC)=O)=NC(OCC)=O. Given the product [CH3:12][C:13]1([CH3:20])[O:17][C@H:16]([CH2:18][O:1][C:2]2[C:3]([CH3:11])=[CH:4][C:5]([C:6]#[N:7])=[CH:8][C:9]=2[CH3:10])[CH2:15][O:14]1, predict the reactants needed to synthesize it. (7) Given the product [C:18]([O:17][C:16]([N:15]([CH2:14][CH:13]1[CH2:12][CH2:11][N:10]([C:47]([NH:46][C:45]2[CH:44]=[CH:43][C:38]([C:39]([O:41][CH3:42])=[O:40])=[CH:37][C:36]=2[Cl:35])=[O:48])[CH2:9][CH:8]1[C:4]1[CH:5]=[CH:6][CH:7]=[C:2]([F:1])[CH:3]=1)[C@@H:23]([C:25]1[C:34]2[C:29](=[CH:30][CH:31]=[CH:32][CH:33]=2)[CH:28]=[CH:27][CH:26]=1)[CH3:24])=[O:22])([CH3:19])([CH3:21])[CH3:20], predict the reactants needed to synthesize it. The reactants are: [F:1][C:2]1[CH:3]=[C:4]([CH:8]2[CH:13]([CH2:14][N:15]([C@@H:23]([C:25]3[C:34]4[C:29](=[CH:30][CH:31]=[CH:32][CH:33]=4)[CH:28]=[CH:27][CH:26]=3)[CH3:24])[C:16](=[O:22])[O:17][C:18]([CH3:21])([CH3:20])[CH3:19])[CH2:12][CH2:11][NH:10][CH2:9]2)[CH:5]=[CH:6][CH:7]=1.[Cl:35][C:36]1[CH:37]=[C:38]([CH:43]=[CH:44][C:45]=1[NH:46][C:47](OC1C=CC([N+]([O-])=O)=CC=1)=[O:48])[C:39]([O:41][CH3:42])=[O:40].C(N(CC)CC)C.C(=O)([O-])O.[Na+]. (8) Given the product [CH2:11]([C:3]1[C:2](=[O:10])[N:1]=[C:9]2[C:4]=1[CH:5]=[CH:6][CH:7]=[CH:8]2)[CH3:12], predict the reactants needed to synthesize it. The reactants are: [NH:1]1[C:9]2[C:4](=[CH:5][CH:6]=[CH:7][CH:8]=2)[CH2:3][C:2]1=[O:10].[CH2:11]([Li])[CH2:12]CC.CN(C)CCN(C)C.ICC.[NH4+].[Cl-]. (9) The reactants are: [Cl:1][C:2]1[CH:3]=[C:4]([C:9]2([C:31]([F:34])([F:33])[F:32])[O:13][N:12]=[C:11]([C:14]3[C:23]4[C:18](=[CH:19][CH:20]=[CH:21][CH:22]=4)[C:17]([C:24]([NH:26][CH2:27][C:28](O)=[O:29])=[O:25])=[CH:16][CH:15]=3)[CH2:10]2)[CH:5]=[C:6]([Cl:8])[CH:7]=1.CC(C)(C)C(Cl)=O.[CH3:42][O:43][CH2:44][CH2:45][NH2:46].C(N(CC)CC)C. Given the product [Cl:1][C:2]1[CH:3]=[C:4]([C:9]2([C:31]([F:33])([F:34])[F:32])[O:13][N:12]=[C:11]([C:14]3[C:23]4[C:18](=[CH:19][CH:20]=[CH:21][CH:22]=4)[C:17]([C:24]([NH:26][CH2:27][C:28]([NH:46][CH2:45][CH2:44][O:43][CH3:42])=[O:29])=[O:25])=[CH:16][CH:15]=3)[CH2:10]2)[CH:5]=[C:6]([Cl:8])[CH:7]=1, predict the reactants needed to synthesize it.